This data is from Catalyst prediction with 721,799 reactions and 888 catalyst types from USPTO. The task is: Predict which catalyst facilitates the given reaction. (1) Reactant: [F:1][C:2]1[CH:3]=[C:4]([NH:20][C:21]2[N:26]=[CH:25][N:24]=[C:23]([C:27]3[CH:28]=[CH:29][C:30]([O:35][C@H:36]4[CH2:41][CH2:40][NH:39][CH2:38][C@H:37]4[F:42])=[C:31]([CH:34]=3)[C:32]#[N:33])[N:22]=2)[CH:5]=[CH:6][C:7]=1[N:8]1[CH2:13][CH2:12][N:11]([CH:14]2[CH2:19][CH2:18][O:17][CH2:16][CH2:15]2)[CH2:10][CH2:9]1.C(N(CC)C(C)C)(C)C.CN(C(ON1N=NC2C=CC=NC1=2)=[N+](C)C)C.F[P-](F)(F)(F)(F)F.[C:76](O)(=[O:79])[CH2:77][OH:78]. Product: [F:42][C@H:37]1[C@@H:36]([O:35][C:30]2[CH:29]=[CH:28][C:27]([C:23]3[N:22]=[C:21]([NH:20][C:4]4[CH:5]=[CH:6][C:7]([N:8]5[CH2:9][CH2:10][N:11]([CH:14]6[CH2:19][CH2:18][O:17][CH2:16][CH2:15]6)[CH2:12][CH2:13]5)=[C:2]([F:1])[CH:3]=4)[N:26]=[CH:25][N:24]=3)=[CH:34][C:31]=2[C:32]#[N:33])[CH2:41][CH2:40][N:39]([C:77](=[O:78])[CH2:76][OH:79])[CH2:38]1. The catalyst class is: 46. (2) Reactant: FC(F)(F)S(O[C:7]1[CH2:12][CH2:11][CH:10]([CH2:13][C:14]([O:16][CH2:17][CH3:18])=[O:15])[CH2:9][CH:8]=1)(=O)=O.[N:21]1[C:30]2[C:25](=[CH:26][CH:27]=[CH:28][CH:29]=2)[C:24](B(O)O)=[CH:23][CH:22]=1. Product: [N:21]1[C:30]2[C:25](=[CH:26][CH:27]=[CH:28][CH:29]=2)[C:24]([CH:7]2[CH2:12][CH2:11][CH:10]([CH2:13][C:14]([O:16][CH2:17][CH3:18])=[O:15])[CH2:9][CH2:8]2)=[CH:23][CH:22]=1. The catalyst class is: 43. (3) Reactant: [CH3:1][O:2][C:3]1[CH:12]=[CH:11][C:6]([CH2:7][N:8]=[C:9]=[O:10])=[CH:5][CH:4]=1.[C:13](=O)([O-])[O-].[K+].[K+].[NH2:19][C:20]1[C:24]([C:25]#[N:26])=[C:23]([N:27]2[CH2:32][CH2:31][CH2:30][C@@H:29]([NH:33][C:34]([O:36][C:37]([CH3:40])([CH3:39])[CH3:38])=[O:35])[CH2:28]2)[N:22]([CH2:41][C:42]2[CH:47]=[C:46]([F:48])[CH:45]=[CH:44][C:43]=2[Cl:49])[C:21]=1[C:50]([O:52]CC)=O. Product: [Cl:49][C:43]1[CH:44]=[CH:45][C:46]([F:48])=[CH:47][C:42]=1[CH2:41][N:22]1[C:21]2[C:50](=[O:52])[N:8]([CH2:7][C:6]3[CH:11]=[CH:12][C:3]([O:2][CH3:1])=[CH:4][CH:5]=3)[C:9](=[O:10])[N:19]([CH3:13])[C:20]=2[C:24]([C:25]#[N:26])=[C:23]1[N:27]1[CH2:32][CH2:31][CH2:30][C@@H:29]([NH:33][C:34](=[O:35])[O:36][C:37]([CH3:40])([CH3:39])[CH3:38])[CH2:28]1. The catalyst class is: 17. (4) Reactant: [CH3:1][O:2][C:3]1[CH:26]=[C:25]([O:27][CH3:28])[CH:24]=[CH:23][C:4]=1[CH2:5][NH:6][C:7]1[C:16]2[C:11](=[C:12]([C:18]([O:20][CH2:21][CH3:22])=[O:19])[CH:13]=[C:14](I)[CH:15]=2)[N:10]=[CH:9][N:8]=1.[C:29]([Si:33]([CH3:39])([CH3:38])[O:34][CH2:35][C:36]#[CH:37])([CH3:32])([CH3:31])[CH3:30]. Product: [Si:33]([O:34][CH2:35][C:36]#[C:37][C:14]1[CH:15]=[C:16]2[C:11](=[C:12]([C:18]([O:20][CH2:21][CH3:22])=[O:19])[CH:13]=1)[N:10]=[CH:9][N:8]=[C:7]2[NH:6][CH2:5][C:4]1[CH:23]=[CH:24][C:25]([O:27][CH3:28])=[CH:26][C:3]=1[O:2][CH3:1])([C:29]([CH3:30])([CH3:31])[CH3:32])([CH3:38])[CH3:39]. The catalyst class is: 516. (5) Reactant: [NH2:1][C:2]1[CH:24]=[CH:23][C:5]([O:6][CH2:7][CH2:8][C:9]2[N:14]=[C:13]([NH:15][C:16](=[O:22])[O:17][C:18]([CH3:21])([CH3:20])[CH3:19])[CH:12]=[CH:11][CH:10]=2)=[CH:4][CH:3]=1.[CH3:25][C:26]1[CH:34]=[CH:33][C:29]([C:30](O)=[O:31])=[C:28]([N:35]2[CH2:40][CH2:39][CH:38]([CH3:41])[CH2:37][CH2:36]2)[CH:27]=1.ON1C2C=CC=CC=2N=N1.Cl.CN(C)CCCN=C=NCC. Product: [CH3:25][C:26]1[CH:34]=[CH:33][C:29]([C:30]([NH:1][C:2]2[CH:3]=[CH:4][C:5]([O:6][CH2:7][CH2:8][C:9]3[N:14]=[C:13]([NH:15][C:16](=[O:22])[O:17][C:18]([CH3:21])([CH3:19])[CH3:20])[CH:12]=[CH:11][CH:10]=3)=[CH:23][CH:24]=2)=[O:31])=[C:28]([N:35]2[CH2:40][CH2:39][CH:38]([CH3:41])[CH2:37][CH2:36]2)[CH:27]=1. The catalyst class is: 546. (6) Reactant: [Br:1][C:2]1[CH:11]=[CH:10][C:5]([C:6]([O:8][CH3:9])=[O:7])=[CH:4][C:3]=1[S:12]([N:15]1[CH2:21][CH2:20][CH2:19][CH:18]([OH:22])[CH2:17][CH2:16]1)(=[O:14])=[O:13].[H-].[Na+].Br[CH2:26][C:27]1[CH:32]=[CH:31][CH:30]=[CH:29][CH:28]=1.[NH4+].[Cl-]. Product: [CH2:26]([O:22][CH:18]1[CH2:19][CH2:20][CH2:21][N:15]([S:12]([C:3]2[CH:4]=[C:5]([CH:10]=[CH:11][C:2]=2[Br:1])[C:6]([O:8][CH3:9])=[O:7])(=[O:14])=[O:13])[CH2:16][CH2:17]1)[C:27]1[CH:32]=[CH:31][CH:30]=[CH:29][CH:28]=1. The catalyst class is: 3. (7) Reactant: C([O:3][C:4]([C:6]1[CH:7]=[C:8]([CH:19]=[CH:20][CH:21]=1)[O:9][C:10]1[CH:15]=[CH:14][C:13]([N+:16]([O-:18])=[O:17])=[CH:12][CH:11]=1)=[O:5])C.C1COCC1.O. Product: [C:4]([C:6]1[CH:7]=[C:8]([CH:19]=[CH:20][CH:21]=1)[O:9][C:10]1[CH:11]=[CH:12][C:13]([N+:16]([O-:18])=[O:17])=[CH:14][CH:15]=1)([OH:5])=[O:3]. The catalyst class is: 6. (8) Reactant: [CH3:1][N:2]([CH3:20])[CH2:3][CH2:4][CH2:5][N:6]1[C:15]2[C:10](=[CH:11][C:12]([N+:16]([O-:18])=[O:17])=[CH:13][CH:14]=2)[CH2:9][CH2:8][C:7]1=O.[OH-].[Na+].Cl. Product: [CH3:20][N:2]([CH3:1])[CH2:3][CH2:4][CH2:5][N:6]1[C:15]2[C:10](=[CH:11][C:12]([N+:16]([O-:18])=[O:17])=[CH:13][CH:14]=2)[CH2:9][CH2:8][CH2:7]1. The catalyst class is: 6. (9) Reactant: [CH2:1]([C:3]1[N:4]=[C:5]([NH:17][C:18]([NH2:20])=[NH:19])[S:6][C:7]=1[C:8]1[CH:13]=[CH:12][C:11]([N+:14]([O-])=O)=[CH:10][CH:9]=1)[CH3:2].C([O-])=O.[NH4+]. Product: [NH2:14][C:11]1[CH:12]=[CH:13][C:8]([C:7]2[S:6][C:5]([NH:17][C:18]([NH2:20])=[NH:19])=[N:4][C:3]=2[CH2:1][CH3:2])=[CH:9][CH:10]=1. The catalyst class is: 43. (10) Reactant: [CH3:1][C:2]1([CH3:12])[O:6][C:5](=[CH:7][C:8](Cl)=[O:9])[C:4](=[O:11])[O:3]1.[F:13][C:14]1[CH:23]=[CH:22][C:17]([CH2:18][NH:19][O:20][CH3:21])=[CH:16][CH:15]=1.N1C=CC=CC=1. Product: [CH3:1][C:2]1([CH3:12])[O:6][C:5](=[CH:7][C:8]([N:19]([CH2:18][C:17]2[CH:22]=[CH:23][C:14]([F:13])=[CH:15][CH:16]=2)[O:20][CH3:21])=[O:9])[C:4](=[O:11])[O:3]1. The catalyst class is: 4.